Dataset: Full USPTO retrosynthesis dataset with 1.9M reactions from patents (1976-2016). Task: Predict the reactants needed to synthesize the given product. (1) Given the product [CH3:1][O:2][C:3]([CH:5]1[CH2:9][CH2:8][C:7]2([CH2:10][CH2:11][CH2:12][CH2:13][CH2:14]2)[CH:6]1[OH:15])=[O:4], predict the reactants needed to synthesize it. The reactants are: [CH3:1][O:2][C:3]([CH:5]1[CH2:9][CH2:8][C:7]2([CH2:14][CH2:13][CH2:12][CH2:11][CH2:10]2)[CH:6]1[O:15][Si](CC)(CC)CC)=[O:4].[F-].C([N+](CCCC)(CCCC)CCCC)CCC.[Cl-].[NH4+]. (2) Given the product [F:1][C@@H:2]1[CH2:7][CH2:6][N:5]([C:8]([O:10][C:11]([CH3:12])([CH3:14])[CH3:13])=[O:9])[CH2:4][C@H:3]1[O:15][S:23]([C:20]1[CH:21]=[CH:22][C:17]([CH3:16])=[CH:18][CH:19]=1)(=[O:25])=[O:24], predict the reactants needed to synthesize it. The reactants are: [F:1][C@@H:2]1[CH2:7][CH2:6][N:5]([C:8]([O:10][C:11]([CH3:14])([CH3:13])[CH3:12])=[O:9])[CH2:4][C@H:3]1[OH:15].[CH3:16][C:17]1[CH:22]=[CH:21][C:20]([S:23](Cl)(=[O:25])=[O:24])=[CH:19][CH:18]=1. (3) Given the product [N:3]1[CH:8]=[CH:7][CH:6]=[CH:5][C:4]=1[C:9]1([C:10]#[N:11])[CH2:17][CH2:16][CH2:15][CH2:14][CH2:13]1, predict the reactants needed to synthesize it. The reactants are: [H-].[Na+].[N:3]1[CH:8]=[CH:7][CH:6]=[CH:5][C:4]=1[CH2:9][C:10]#[N:11].Br[CH2:13][CH2:14][CH2:15][CH2:16][CH2:17]Br. (4) Given the product [Cl:19][C:18]1[C:2]([Cl:1])=[CH:3][C:4]2[N:8]([CH2:24][C:23]3[CH:26]=[CH:27][C:28]([Cl:29])=[C:21]([Cl:20])[CH:22]=3)[C:7]([C:9]3[CH:10]=[CH:11][C:12]([CH:15]=[O:16])=[CH:13][CH:14]=3)=[N:6][C:5]=2[CH:17]=1, predict the reactants needed to synthesize it. The reactants are: [Cl:1][C:2]1[C:18]([Cl:19])=[CH:17][C:5]2[N:6]=[C:7]([C:9]3[CH:14]=[CH:13][C:12]([CH:15]=[O:16])=[CH:11][CH:10]=3)[NH:8][C:4]=2[CH:3]=1.[Cl:20][C:21]1[CH:22]=[C:23]([CH:26]=[CH:27][C:28]=1[Cl:29])[CH2:24]Cl. (5) Given the product [N:1]1([C:6]2[CH:11]=[CH:10][C:9]([CH2:12][NH:13][C:29]([NH:1][C:6]3[C:27]4[NH:26][C:18](=[O:24])[NH:13][C:12]=4[CH:9]=[CH:8][CH:7]=3)=[O:30])=[CH:8][CH:7]=2)[CH2:5][CH2:4][CH2:3][CH2:2]1, predict the reactants needed to synthesize it. The reactants are: [N:1]1([C:6]2[CH:11]=[CH:10][C:9]([CH2:12][NH2:13])=[CH:8][CH:7]=2)[CH2:5][CH2:4][CH2:3][CH2:2]1.ClC(Cl)(O[C:18](=[O:24])OC(Cl)(Cl)Cl)Cl.[N-:26]=[C:27]=O.[CH3:29][OH:30]. (6) Given the product [CH3:1][C:2]1[N:6]([CH2:7][C:8]([F:10])([F:11])[F:9])[N:5]=[CH:4][C:3]=1[C:12]1[N:13]([C:17]2[CH:18]=[N:19][CH:20]=[CH:21][CH:22]=2)[CH:14]=[CH:15][N:16]=1, predict the reactants needed to synthesize it. The reactants are: [CH3:1][C:2]1[N:6]([CH2:7][C:8]([F:11])([F:10])[F:9])[N:5]=[CH:4][C:3]=1[C:12]1[N:13]([C:17]2[CH:18]=[N:19][CH:20]=[CH:21][CH:22]=2)[CH2:14][CH2:15][N:16]=1.[Mn]([O-])(=O)(=O)=O.[K+].[O-2].[Al+3].[O-2].[O-2].[Al+3]. (7) Given the product [F:22][C:23]1[CH:46]=[CH:45][CH:44]=[C:43]([F:47])[C:24]=1[C:25]([N:27]1[CH2:9][N:8]([CH3:13])[CH2:7][N:30]([C:31]2[CH:36]=[CH:35][C:34]([S:37]([CH:39]([F:40])[F:41])=[O:38])=[CH:33][C:32]=2[F:42])[C:28]1=[O:29])=[O:26], predict the reactants needed to synthesize it. The reactants are: P(Cl)(Cl)(Cl)(Cl)Cl.[CH3:7][N:8]1[CH2:13]N(C)CN(C)[CH2:9]1.ClCN(CCl)C.[F:22][C:23]1[CH:46]=[CH:45][CH:44]=[C:43]([F:47])[C:24]=1[C:25]([NH:27][C:28]([NH:30][C:31]1[CH:36]=[CH:35][C:34]([S:37]([CH:39]([F:41])[F:40])=[O:38])=[CH:33][C:32]=1[F:42])=[O:29])=[O:26].C(N(CC)CC)C.[OH-].[Na+]. (8) Given the product [Br:21][C:22]1[CH:33]=[C:26]([C:27]([C:2]2[C:10]3[CH:9]=[N:8][CH:7]=[N:6][C:5]=3[N:4]([C@@H:11]([CH3:20])[CH2:12][O:13][CH:14]3[CH2:19][CH2:18][CH2:17][CH2:16][O:15]3)[CH:3]=2)=[O:28])[CH:25]=[N:24][CH:23]=1, predict the reactants needed to synthesize it. The reactants are: I[C:2]1[C:10]2[CH:9]=[N:8][CH:7]=[N:6][C:5]=2[N:4]([C@@H:11]([CH3:20])[CH2:12][O:13][CH:14]2[CH2:19][CH2:18][CH2:17][CH2:16][O:15]2)[CH:3]=1.[Br:21][C:22]1[CH:23]=[N:24][CH:25]=[C:26]([CH:33]=1)[C:27](N(OC)C)=[O:28].